This data is from Forward reaction prediction with 1.9M reactions from USPTO patents (1976-2016). The task is: Predict the product of the given reaction. (1) Given the reactants [N:1]([CH2:4][CH2:5][CH2:6][CH2:7][CH2:8][C:9]([OH:11])=[O:10])=[N+:2]=[N-:3].CC1C=C(C)N=C(C)C=1.O[N:22]1[C:26](=[O:27])[CH2:25][CH2:24][C:23]1=[O:28].FC(F)(F)C(OC(=O)C(F)(F)F)=O, predict the reaction product. The product is: [O:28]=[C:23]1[CH2:24][CH2:25][C:26](=[O:27])[N:22]1[O:10][C:9](=[O:11])[CH2:8][CH2:7][CH2:6][CH2:5][CH2:4][N:1]=[N+:2]=[N-:3]. (2) Given the reactants Cl.[CH3:2][O:3][C:4]1[CH:16]=[CH:15][CH:14]=[CH:13][C:5]=1[O:6][CH:7]1[CH2:12][CH2:11][NH:10][CH2:9][CH2:8]1.C(N(C(C)C)CC)(C)C.[Cl:26][C:27]1[CH:32]=[C:31]([Cl:33])[CH:30]=[CH:29][C:28]=1[CH2:34][N:35]=[C:36]=[O:37], predict the reaction product. The product is: [Cl:26][C:27]1[CH:32]=[C:31]([Cl:33])[CH:30]=[CH:29][C:28]=1[CH2:34][NH:35][C:36]([N:10]1[CH2:9][CH2:8][CH:7]([O:6][C:5]2[CH:13]=[CH:14][CH:15]=[CH:16][C:4]=2[O:3][CH3:2])[CH2:12][CH2:11]1)=[O:37].